Dataset: Reaction yield outcomes from USPTO patents with 853,638 reactions. Task: Predict the reaction yield, written as a fraction of the theoretical maximum amount of product (1.0 means a 100% yield; for example, 0.34 means a 34% yield). (1) The reactants are [Cl:1][C:2]1[C:10]2[N:9]=[C:8]([NH:11][C:12]3[CH:17]=[CH:16][C:15]([Cl:18])=[CH:14][CH:13]=3)[N:7]([CH2:19][CH2:20][CH2:21][CH2:22]O)[C:6]=2[C:5]([CH:24]([CH2:27][CH3:28])[CH2:25][CH3:26])=[CH:4][CH:3]=1.C1(P(C2C=CC=CC=2)C2C=CC=CC=2)C=CC=CC=1.N(C(OC(C)C)=O)=NC(OC(C)C)=O. The catalyst is O1CCCC1. The product is [Cl:1][C:2]1[C:10]2[N:9]=[C:8]3[N:11]([C:12]4[CH:17]=[CH:16][C:15]([Cl:18])=[CH:14][CH:13]=4)[CH2:22][CH2:21][CH2:20][CH2:19][N:7]3[C:6]=2[C:5]([CH:24]([CH2:27][CH3:28])[CH2:25][CH3:26])=[CH:4][CH:3]=1. The yield is 0.540. (2) The reactants are C([O:14][C:15]([C:17]1([O:20]/[N:21]=[C:22](/[C:58]2[N:59]=[C:60]([NH:63]C(OC(C)(C)C)=O)[S:61][CH:62]=2)\[C:23]([NH:25][C@@H:26]2[C:29](=[O:30])[N:28]([S:31]([O-:34])(=[O:33])=[O:32])[C@@H:27]2[CH2:35][N:36]2[N:40]=[C:39]([CH2:41][N:42](C(OC(C)(C)C)=O)[CH2:43][C:44]3[CH:45]=[N+:46]([CH3:50])[CH:47]=[CH:48][CH:49]=3)[CH:38]=[N:37]2)=[O:24])[CH2:19][CH2:18]1)=[O:16])(C1C=CC=CC=1)C1C=CC=CC=1.C(O)(C(F)(F)F)=O. The catalyst is C(Cl)Cl. The product is [NH2:63][C:60]1[S:61][CH:62]=[C:58](/[C:22](=[N:21]/[O:20][C:17]2([C:15]([OH:16])=[O:14])[CH2:18][CH2:19]2)/[C:23]([NH:25][C@@H:26]2[C:29](=[O:30])[N:28]([S:31]([O-:34])(=[O:32])=[O:33])[C@@H:27]2[CH2:35][N:36]2[N:40]=[C:39]([CH2:41][NH:42][CH2:43][C:44]3[CH:45]=[N+:46]([CH3:50])[CH:47]=[CH:48][CH:49]=3)[CH:38]=[N:37]2)=[O:24])[N:59]=1. The yield is 0.350.